The task is: Predict the reaction yield, written as a fraction of the theoretical maximum amount of product (1.0 means a 100% yield; for example, 0.34 means a 34% yield).. This data is from Reaction yield outcomes from USPTO patents with 853,638 reactions. (1) The product is [CH3:33][O:32][C:30]([C:29]1[CH:28]=[C:27]([CH:36]=[CH:35][CH:34]=1)[CH2:26][N:3]1[C:2](=[O:1])[C:6]2([CH2:7][CH2:8][N:9]([C:12]([O:14][C:15]([CH3:18])([CH3:17])[CH3:16])=[O:13])[CH2:10][CH2:11]2)[N:5]([C:19]2[CH:20]=[CH:21][CH:22]=[CH:23][CH:24]=2)[CH2:4]1)=[O:31]. The yield is 0.580. The catalyst is CN(C)C=O. The reactants are [O:1]=[C:2]1[C:6]2([CH2:11][CH2:10][N:9]([C:12]([O:14][C:15]([CH3:18])([CH3:17])[CH3:16])=[O:13])[CH2:8][CH2:7]2)[N:5]([C:19]2[CH:24]=[CH:23][CH:22]=[CH:21][CH:20]=2)[CH2:4][NH:3]1.Br[CH2:26][C:27]1[CH:28]=[C:29]([CH:34]=[CH:35][CH:36]=1)[C:30]([O:32][CH3:33])=[O:31].C(=O)([O-])[O-].[K+].[K+]. (2) The reactants are [CH3:1][C:2]1([CH:9]=O)[CH2:7][CH:6]2[CH2:8][CH:3]1[CH:4]=[CH:5]2.[CH3:11][NH:12][CH3:13].[OH-].[K+]. The catalyst is O1CCCC1. The product is [CH3:11][N:12]([CH3:13])[CH2:9][C:2]1([CH3:1])[CH2:7][CH:6]2[CH2:8][CH:3]1[CH:4]=[CH:5]2. The yield is 0.830. (3) The reactants are [Cl:1][C:2]1[CH:7]=[CH:6][C:5]([C:8]2[N:12]([C:13]3[CH:18]=[CH:17][C:16]([Cl:19])=[CH:15][C:14]=3[Cl:20])[N:11]=[C:10]([C:21]([OH:23])=O)[C:9]=2[CH3:24])=[CH:4][CH:3]=1.[C:25]([NH:30][NH2:31])(=[O:29])[CH2:26][CH2:27][CH3:28].CCN=C=NCCCN(C)C.Cl. The catalyst is C(Cl)Cl.CN(C1C=CN=CC=1)C. The product is [C:25]([NH:30][NH:31][C:21]([C:10]1[C:9]([CH3:24])=[C:8]([C:5]2[CH:4]=[CH:3][C:2]([Cl:1])=[CH:7][CH:6]=2)[N:12]([C:13]2[CH:18]=[CH:17][C:16]([Cl:19])=[CH:15][C:14]=2[Cl:20])[N:11]=1)=[O:23])(=[O:29])[CH2:26][CH2:27][CH3:28]. The yield is 0.770. (4) The reactants are Br[CH:2]1[CH2:7][CH2:6][O:5][CH2:4][CH2:3]1.[Mg].II.[NH2:11][C:12]1[N:16]([C:17]2[CH:18]=[C:19]([CH:26]=[CH:27][C:28]=2[CH3:29])[C:20]([NH:22][CH:23]2[CH2:25][CH2:24]2)=[O:21])[CH:15]=[N:14][C:13]=1[C:30]#N.C1C[O:35]CC1. No catalyst specified. The product is [NH2:11][C:12]1[N:16]([C:17]2[CH:18]=[C:19]([CH:26]=[CH:27][C:28]=2[CH3:29])[C:20]([NH:22][CH:23]2[CH2:25][CH2:24]2)=[O:21])[CH:15]=[N:14][C:13]=1[C:30]([CH:2]1[CH2:7][CH2:6][O:5][CH2:4][CH2:3]1)=[O:35]. The yield is 0.300. (5) The reactants are CO[N:3]=[C:4]1[C:13]2[C:8](=[CH:9][CH:10]=[CH:11][CH:12]=2)[O:7][C@@H:6]([C:14]2[CH:23]=[CH:22][C:17]([C:18]([O:20][CH3:21])=[O:19])=[CH:16][CH:15]=2)[CH2:5]1. The catalyst is C(O)(=O)C.[Pt]. The product is [NH2:3][C@H:4]1[C:13]2[C:8](=[CH:9][CH:10]=[CH:11][CH:12]=2)[O:7][C@@H:6]([C:14]2[CH:15]=[CH:16][C:17]([C:18]([O:20][CH3:21])=[O:19])=[CH:22][CH:23]=2)[CH2:5]1. The yield is 0.668.